Task: Binary Classification. Given a miRNA mature sequence and a target amino acid sequence, predict their likelihood of interaction.. Dataset: Experimentally validated miRNA-target interactions with 360,000+ pairs, plus equal number of negative samples The miRNA is mmu-miR-128-3p with sequence UCACAGUGAACCGGUCUCUUU. The protein sequence of the target gene is MASYYEILDVPRSASPDDIKKAYRKKALQWHPDKNPDNKEFAEKKFKEVAEAYEVLSDKHKREIYDRYGREGLTGAGSGPSRSETGGAGPGFTFTFRSPEEVFREFFGSGDPFSELFDDLGVFSELQNQGPRLTGPFFTFSSSFPANSDFSSSSFSFSPGAGAFRSVSTSTTFVQGRRITTRRIMENGQERVEVEEDGQLKSVSINGVPDDLALGLELSRREQQPSVAPGLGVMQVRPTSLSRPPDHDLSEDEDLQLAMAYSLSEMEAAGQKPAGGRGAQQRQHGQPKAQHRDLDVGGTH.... Result: 0 (no interaction).